Dataset: Catalyst prediction with 721,799 reactions and 888 catalyst types from USPTO. Task: Predict which catalyst facilitates the given reaction. (1) Reactant: [CH2:1]([O:3][C:4]1[N:8]([C:9]2[CH:14]=[CH:13][C:12]([CH:15]3[O:19]C(C)(C)C(C)(C)[O:16]3)=[CH:11][CH:10]=2)[N:7]=[C:6](C)[CH:5]=1)[CH3:2].I[C:26]1[C:34]2[C:29](=[N:30][CH:31]=[N:32][C:33]=2[NH2:35])[N:28]([C@H:36]2[CH2:41][CH2:40][C@H:39]([N:42]3[CH2:47][CH2:46][N:45]([CH3:48])[CH2:44][CH2:43]3)[CH2:38][CH2:37]2)[N:27]=1.O.C(=O)([O-])[O-].[Na+].[Na+]. Product: [C:15]([OH:19])(=[O:16])[CH3:12].[CH2:1]([O:3][C:4]1[N:8]([C:9]2[CH:14]=[CH:13][C:12]([C:26]3[C:34]4[C:29](=[N:30][CH:31]=[N:32][C:33]=4[NH2:35])[N:28]([C@H:36]4[CH2:41][CH2:40][C@H:39]([N:42]5[CH2:47][CH2:46][N:45]([CH3:48])[CH2:44][CH2:43]5)[CH2:38][CH2:37]4)[N:27]=3)=[CH:11][CH:10]=2)[N:7]=[CH:6][CH:5]=1)[CH3:2]. The catalyst class is: 108. (2) Reactant: [CH2:1]([CH:8]([CH:14]([OH:16])[CH3:15])[C:9]([O:11][CH2:12][CH3:13])=[O:10])[C:2]1[CH:7]=[CH:6][CH:5]=[CH:4][CH:3]=1.N1C=CC=CC=1.[C:23](Cl)(=[O:30])[C:24]1[CH:29]=[CH:28][CH:27]=[CH:26][CH:25]=1. Product: [CH2:1]([CH:8]([CH:14]([O:16][C:23](=[O:30])[C:24]1[CH:29]=[CH:28][CH:27]=[CH:26][CH:25]=1)[CH3:15])[C:9]([O:11][CH2:12][CH3:13])=[O:10])[C:2]1[CH:7]=[CH:6][CH:5]=[CH:4][CH:3]=1. The catalyst class is: 7. (3) Reactant: C[Si](Cl)(C)C.[I-].[Na+].[CH2:8]([O:10][C:11](=[O:33])[CH2:12][C:13]1(O)[C:20]2[N:19]([CH2:21][C:22]3[CH:27]=[CH:26][C:25]([Cl:28])=[CH:24][CH:23]=3)[C:18]([CH:29]([CH3:31])[CH3:30])=[N:17][C:16]=2[CH2:15][CH2:14]1)[CH3:9]. Product: [CH2:8]([O:10][C:11](=[O:33])[CH:12]=[C:13]1[C:20]2[N:19]([CH2:21][C:22]3[CH:27]=[CH:26][C:25]([Cl:28])=[CH:24][CH:23]=3)[C:18]([CH:29]([CH3:31])[CH3:30])=[N:17][C:16]=2[CH2:15][CH2:14]1)[CH3:9]. The catalyst class is: 10. (4) Reactant: [Cl:1][C:2]1[CH:3]=[C:4]([N:9]2[C:17](=[O:18])[C:16]3[C@@H:15]4[C:19]([CH3:21])([CH3:20])[C@@:12]([CH3:22])([CH2:13][CH2:14]4)[C:11]=3[NH:10]2)[CH:5]=[C:6]([Cl:8])[CH:7]=1.I[CH2:24][CH3:25].CCOCC. Product: [Cl:1][C:2]1[CH:3]=[C:4]([N:9]2[C:17](=[O:18])[C:16]3[C@@H:15]4[C:19]([CH3:21])([CH3:20])[C@@:12]([CH3:22])([CH2:13][CH2:14]4)[C:11]=3[N:10]2[CH2:24][CH3:25])[CH:5]=[C:6]([Cl:8])[CH:7]=1. The catalyst class is: 9. (5) The catalyst class is: 14. Reactant: [Cl:1][C:2]1[N:7]=[CH:6][C:5]([CH:8]=O)=[CH:4][CH:3]=1.[NH2:10][C:11]1[CH:30]=[CH:29][CH:28]=[CH:27][C:12]=1[C:13]([NH:15][C:16]1[CH:21]=[CH:20][C:19]([CH:22]2[CH2:26][CH2:25][CH2:24][CH2:23]2)=[CH:18][CH:17]=1)=[O:14]. Product: [Cl:1][C:2]1[N:7]=[CH:6][C:5]([C:8]2[N:15]([C:16]3[CH:21]=[CH:20][C:19]([CH:22]4[CH2:26][CH2:25][CH2:24][CH2:23]4)=[CH:18][CH:17]=3)[C:13](=[O:14])[C:12]3[C:11](=[CH:30][CH:29]=[CH:28][CH:27]=3)[N:10]=2)=[CH:4][CH:3]=1. (6) Product: [CH3:17][C:18]1[CH:19]=[C:20]([CH:23]=[CH:24][C:25]=1[N:26]1[CH2:27][CH2:28][N:29]([CH2:2][C:3]2[CH:12]=[N:11][C:10]3[N:9]4[CH2:13][CH2:14][CH2:15][C@H:8]4[C:7](=[O:16])[NH:6][C:5]=3[CH:4]=2)[CH2:30][CH2:31]1)[C:21]#[N:22]. Reactant: O[CH2:2][C:3]1[CH:12]=[N:11][C:10]2[N:9]3[CH2:13][CH2:14][CH2:15][C@H:8]3[C:7](=[O:16])[NH:6][C:5]=2[CH:4]=1.[CH3:17][C:18]1[CH:19]=[C:20]([CH:23]=[CH:24][C:25]=1[N:26]1[CH2:31][CH2:30][NH:29][CH2:28][CH2:27]1)[C:21]#[N:22].[I-].C(C[P+](C)(C)C)#N.C(N(CC)C(C)C)(C)C. The catalyst class is: 397. (7) Reactant: [Br:1]N1C(=O)CCC1=O.[CH3:9][C:10]1([CH3:36])[C:18]2=[CH:19][C:20]3[N:21]([C:30]4[CH:35]=[CH:34][CH:33]=[CH:32][CH:31]=4)[C:22]4[C:27]([C:28]=3[CH:29]=[C:17]2[C:16]2[C:11]1=[CH:12][CH:13]=[CH:14][CH:15]=2)=[CH:26][CH:25]=[CH:24][CH:23]=4.C([O-])([O-])=O.[Na+].[Na+]. Product: [Br:1][C:25]1[CH:26]=[C:27]2[C:22](=[CH:23][CH:24]=1)[N:21]([C:30]1[CH:35]=[CH:34][CH:33]=[CH:32][CH:31]=1)[C:20]1[CH:19]=[C:18]3[C:10]([CH3:36])([CH3:9])[C:11]4[C:16]([C:17]3=[CH:29][C:28]2=1)=[CH:15][CH:14]=[CH:13][CH:12]=4. The catalyst class is: 22.